Predict the reaction yield, written as a fraction of the theoretical maximum amount of product (1.0 means a 100% yield; for example, 0.34 means a 34% yield). From a dataset of Reaction yield outcomes from USPTO patents with 853,638 reactions. (1) The reactants are [F:1][C:2]1[CH:9]=[CH:8][C:5]([NH:6][CH3:7])=[CH:4][CH:3]=1.Br.Br[CH:12]([C:14]1[CH:15]=[C:16]([C:31]([N:33]([CH3:35])[CH3:34])=[O:32])[CH:17]=[C:18]2[C:23]=1[O:22][C:21]([N:24]1[CH2:29][CH2:28][O:27][CH2:26][CH2:25]1)=[CH:20][C:19]2=[O:30])[CH3:13]. No catalyst specified. The product is [F:1][C:2]1[CH:9]=[CH:8][C:5]([N:6]([CH3:7])[CH:12]([C:14]2[CH:15]=[C:16]([C:31]([N:33]([CH3:35])[CH3:34])=[O:32])[CH:17]=[C:18]3[C:23]=2[O:22][C:21]([N:24]2[CH2:29][CH2:28][O:27][CH2:26][CH2:25]2)=[CH:20][C:19]3=[O:30])[CH3:13])=[CH:4][CH:3]=1. The yield is 0.519. (2) The reactants are [C:1]1([CH:7]2[CH2:9][CH:8]2[C:10]([OH:12])=[O:11])[CH:6]=[CH:5][CH:4]=[CH:3][CH:2]=1.[N+:13]([O-])([OH:15])=[O:14]. No catalyst specified. The product is [N+:13]([C:4]1[CH:5]=[CH:6][C:1]([C@@H:7]2[CH2:9][C@H:8]2[C:10]([OH:12])=[O:11])=[CH:2][CH:3]=1)([O-:15])=[O:14]. The yield is 0.290. (3) The reactants are [C:1](N1C=CN=C1)([N:3]1[CH:7]=[CH:6][N:5]=[CH:4]1)=[O:2].[OH:13][C:14]([CH3:18])([CH3:17])[C:15]#[N:16].O. The catalyst is C(Cl)Cl. The product is [N:3]1([C:1]([O:13][C:14]([C:15]#[N:16])([CH3:18])[CH3:17])=[O:2])[CH:7]=[CH:6][N:5]=[CH:4]1. The yield is 0.500. (4) The catalyst is CN(C)C1C=CN=CC=1. The reactants are [CH2:1]([O:3][C:4]([C:6]1[S:10][C:9]([NH2:11])=[N:8][CH:7]=1)=[O:5])[CH3:2].[C:12]([O:16][C:17]([O:19]C(OC(C)(C)C)=O)=[O:18])([CH3:15])([CH3:14])[CH3:13].O1CCC[CH2:28]1. The yield is 0.700. The product is [CH2:1]([O:3][C:4]([C:6]1[S:10][C:9]([NH:11][O:19][C:17]([O:16][C:12]([CH3:15])([CH3:14])[CH3:13])=[O:18])=[N:8][C:7]=1[CH3:28])=[O:5])[CH3:2]. (5) The reactants are [NH2:1][C:2]1[C:3](=[O:16])[N:4]([CH2:8][C:9]([O:11][C:12]([CH3:15])([CH3:14])[CH3:13])=[O:10])[CH:5]=[CH:6][CH:7]=1.CN1CCOCC1.[C:24]1([CH2:30][S:31](Cl)(=[O:33])=[O:32])[CH:29]=[CH:28][CH:27]=[CH:26][CH:25]=1. The catalyst is C(Cl)Cl. The product is [CH2:30]([S:31]([NH:1][C:2]1[C:3](=[O:16])[N:4]([CH2:8][C:9]([O:11][C:12]([CH3:13])([CH3:15])[CH3:14])=[O:10])[CH:5]=[CH:6][CH:7]=1)(=[O:33])=[O:32])[C:24]1[CH:29]=[CH:28][CH:27]=[CH:26][CH:25]=1. The yield is 0.960. (6) The reactants are [CH:1]1([CH2:5][N:6]2[CH2:15][CH2:14][C@@:13]34[C:16]5[C:22]6[CH2:23][C@@H:7]2[C@:8]3([OH:39])[CH2:9][CH2:10][C:11](=[O:38])[C@@H:12]4[O:18][C:17]=5[C:19]([C:24]([NH:26]CC2C=CC(OC)=CC=2OC)=[O:25])=[CH:20][CH:21]=6)[CH2:4][CH2:3][CH2:2]1. The catalyst is FC(F)(F)C(O)=O. The product is [CH:1]1([CH2:5][N:6]2[CH2:15][CH2:14][C@@:13]34[C:16]5[C:22]6[CH2:23][C@@H:7]2[C@:8]3([OH:39])[CH2:9][CH2:10][C:11](=[O:38])[C@@H:12]4[O:18][C:17]=5[C:19]([C:24]([NH2:26])=[O:25])=[CH:20][CH:21]=6)[CH2:4][CH2:3][CH2:2]1. The yield is 0.870.